This data is from Catalyst prediction with 721,799 reactions and 888 catalyst types from USPTO. The task is: Predict which catalyst facilitates the given reaction. (1) Product: [CH:28]([NH:25][C:26]([O:1][CH:2]1[CH2:3][CH2:4][N:5]([C:8]([O:10][CH2:11][C:12]2[CH:17]=[CH:16][CH:15]=[CH:14][CH:13]=2)=[O:9])[CH2:6][CH2:7]1)=[O:27])([CH3:30])[CH3:29]. The catalyst class is: 7. Reactant: [OH:1][CH:2]1[CH2:7][CH2:6][N:5]([C:8]([O:10][CH2:11][C:12]2[CH:17]=[CH:16][CH:15]=[CH:14][CH:13]=2)=[O:9])[CH2:4][CH2:3]1.C(N(CC)CC)C.[N:25]([CH:28]([CH3:30])[CH3:29])=[C:26]=[O:27]. (2) Reactant: C([O:5][C:6](=[O:29])[CH2:7][CH2:8][CH:9]([C:26](=[O:28])[NH2:27])[NH:10][C:11](=[O:25])[C:12]1[CH:17]=[CH:16][C:15]([NH:18][C:19]2[N:24]=[CH:23][CH:22]=[CH:21][N:20]=2)=[CH:14][CH:13]=1)(C)(C)C.C(O)(C(F)(F)F)=O. Product: [C:26]([CH:9]([NH:10][C:11](=[O:25])[C:12]1[CH:17]=[CH:16][C:15]([NH:18][C:19]2[N:24]=[CH:23][CH:22]=[CH:21][N:20]=2)=[CH:14][CH:13]=1)[CH2:8][CH2:7][C:6]([OH:29])=[O:5])(=[O:28])[NH2:27]. The catalyst class is: 68. (3) Reactant: C([N:8]1[CH2:13][CH2:12][CH2:11][C:10]2([N:17]3[C:18](=[O:23])[C:19]([Cl:22])=[CH:20][CH:21]=[C:16]3[C:15](=[O:24])[NH:14]2)[CH2:9]1)C1C=CC=CC=1.C(=O)(O)[O-].[Na+].[C:38](O[C:38]([O:40][C:41]([CH3:44])([CH3:43])[CH3:42])=[O:39])([O:40][C:41]([CH3:44])([CH3:43])[CH3:42])=[O:39]. Product: [Cl:22][C:19]1[C:18](=[O:23])[N:17]2[C:10]3([NH:14][C:15](=[O:24])[C:16]2=[CH:21][CH:20]=1)[CH2:11][CH2:12][CH2:13][N:8]([C:38]([O:40][C:41]([CH3:42])([CH3:43])[CH3:44])=[O:39])[CH2:9]3. The catalyst class is: 30. (4) The catalyst class is: 1. Reactant: [Br:1][C:2]1[C:3]([CH3:8])=[N:4][O:5][C:6]=1[NH2:7].[H-].[Na+].[CH3:11][C:12]1[O:13][C:14]([CH3:21])=[CH:15][C:16]=1[S:17](Cl)(=[O:19])=[O:18]. Product: [Br:1][C:2]1[C:3]([CH3:8])=[N:4][O:5][C:6]=1[NH:7][S:17]([C:16]1[CH:15]=[C:14]([CH3:21])[O:13][C:12]=1[CH3:11])(=[O:19])=[O:18]. (5) Reactant: C([O:4][C@@H:5]1[C@H:9]([O:10][CH2:11][C:12]2[CH:17]=[CH:16][CH:15]=[CH:14][CH:13]=2)[C@:8]([CH2:21][O:22][CH2:23][C:24]2[CH:29]=[CH:28][CH:27]=[CH:26][CH:25]=2)([CH:18]([F:20])[F:19])[O:7][C@H:6]1[N:30]1[CH:38]=[N:37][C:36]2[C:35](=[O:39])[NH:34][C:33]([NH:40]C(=O)C(C)C)=[N:32][C:31]1=2)(=O)C.CO. Product: [NH2:40][C:33]1[NH:34][C:35](=[O:39])[C:36]2[N:37]=[CH:38][N:30]([C@H:6]3[C@H:5]([OH:4])[C@H:9]([O:10][CH2:11][C:12]4[CH:13]=[CH:14][CH:15]=[CH:16][CH:17]=4)[C@:8]([CH2:21][O:22][CH2:23][C:24]4[CH:29]=[CH:28][CH:27]=[CH:26][CH:25]=4)([CH:18]([F:20])[F:19])[O:7]3)[C:31]=2[N:32]=1. The catalyst class is: 328. (6) Reactant: [C:1]1([C:7]2[CH:8]=[C:9]3[C:13](=[CH:14][CH:15]=2)[NH:12][C:11](=[O:16])[CH2:10]3)[CH:6]=[CH:5][CH:4]=[CH:3][CH:2]=1.[CH:17]([C:19]1[NH:23][C:22]2[CH2:24][CH2:25][CH2:26][CH2:27][CH2:28][C:21]=2[C:20]=1[CH2:29][CH2:30][C:31]([OH:33])=[O:32])=O.N1CCCCC1. The catalyst class is: 8. Product: [O:16]=[C:11]1[NH:12][C:13]2[C:9](/[C:10]/1=[CH:17]/[C:19]1[NH:23][C:22]3[CH2:24][CH2:25][CH2:26][CH2:27][CH2:28][C:21]=3[C:20]=1[CH2:29][CH2:30][C:31]([OH:33])=[O:32])=[CH:8][C:7]([C:1]1[CH:2]=[CH:3][CH:4]=[CH:5][CH:6]=1)=[CH:15][CH:14]=2.